Dataset: Forward reaction prediction with 1.9M reactions from USPTO patents (1976-2016). Task: Predict the product of the given reaction. (1) Given the reactants [CH2:1]([O:3][C:4]([C:6]1([C:9]2[CH:14]=[CH:13][C:12]([C:15]3[CH:20]=[CH:19][C:18]([C:21]4[O:25][N:24]=[C:23]([CH3:26])[C:22]=4[CH2:27][NH:28][CH2:29][C@@H:30]([C:32]4[CH:37]=[CH:36][CH:35]=[CH:34][CH:33]=4)[CH3:31])=[CH:17][CH:16]=3)=[CH:11][CH:10]=2)[CH2:8][CH2:7]1)=[O:5])[CH3:2].[CH:38](=O)[CH3:39], predict the reaction product. The product is: [CH2:1]([O:3][C:4]([C:6]1([C:9]2[CH:10]=[CH:11][C:12]([C:15]3[CH:20]=[CH:19][C:18]([C:21]4[O:25][N:24]=[C:23]([CH3:26])[C:22]=4[CH2:27][N:28]([CH2:38][CH3:39])[CH2:29][C@@H:30]([C:32]4[CH:33]=[CH:34][CH:35]=[CH:36][CH:37]=4)[CH3:31])=[CH:17][CH:16]=3)=[CH:13][CH:14]=2)[CH2:7][CH2:8]1)=[O:5])[CH3:2]. (2) Given the reactants [CH3:1][C@H:2]1[CH2:7][C@@H:6]([OH:8])[C@H:5]([CH:9]([CH3:11])[CH3:10])[CH2:4][CH2:3]1.C1(OCCCO)(C)CCC(C(C)C)CC1.C1(OCC(O)C)(C)CCC(C(C)C)CC1, predict the reaction product. The product is: [CH:2]1([CH3:1])[CH2:3][CH2:4][CH:5]([CH:9]([CH3:10])[CH3:11])[CH:6]([OH:8])[CH2:7]1. (3) The product is: [Cl:1][C:2]1[CH:6]=[C:5]([C:7]([O:9][CH2:10][CH3:11])=[O:8])[N:4]([C:12]2[CH:13]=[N:14][CH:15]=[CH:16][CH:17]=2)[N:3]=1. Given the reactants [Cl:1][C:2]1[CH2:6][CH:5]([C:7]([O:9][CH2:10][CH3:11])=[O:8])[N:4]([C:12]2[CH:13]=[N:14][CH:15]=[CH:16][CH:17]=2)[N:3]=1, predict the reaction product. (4) The product is: [Cl:11][C:12]([F:38])([F:39])[CH2:13][CH2:14][S:15]([CH:18]([C:29]1[C:34]([F:35])=[CH:33][CH:32]=[C:31]([F:36])[C:30]=1[F:37])[C:19]1[C:20]([CH3:28])=[CH:21][C:22]([C:25]([NH:27][CH2:5][OH:6])=[O:26])=[N:23][CH:24]=1)(=[O:17])=[O:16]. Given the reactants C=O.[OH-].[Na+].[CH3:5][O:6]CCOC.[Cl:11][C:12]([F:39])([F:38])[CH2:13][CH2:14][S:15]([CH:18]([C:29]1[C:34]([F:35])=[CH:33][CH:32]=[C:31]([F:36])[C:30]=1[F:37])[C:19]1[C:20]([CH3:28])=[CH:21][C:22]([C:25]([NH2:27])=[O:26])=[N:23][CH:24]=1)(=[O:17])=[O:16], predict the reaction product. (5) The product is: [Cl:1][C:2]1[C:3]([S:8][C:24]2[CH:25]=[C:26]3[C:21](=[CH:22][CH:23]=2)[N:20]=[CH:19][N:18]=[C:17]3[NH:9][C:10]2[CH:14]=[CH:13][N:12]([CH3:15])[N:11]=2)=[N:4][CH:5]=[CH:6][CH:7]=1. Given the reactants [Cl:1][C:2]1[C:3]([SH:8])=[N:4][CH:5]=[CH:6][CH:7]=1.[NH2:9][C:10]1[CH:14]=[CH:13][N:12]([CH3:15])[N:11]=1.Cl[C:17]1[C:26]2[C:21](=[CH:22][CH:23]=[C:24](I)[CH:25]=2)[N:20]=[CH:19][N:18]=1, predict the reaction product. (6) Given the reactants [OH:1][C:2]1[CH:10]=[CH:9][C:5]([CH2:6][C:7]#[N:8])=[CH:4][CH:3]=1.Br[CH2:12][CH2:13][CH2:14][CH3:15].C(=O)([O-])[O-].[K+].[K+], predict the reaction product. The product is: [CH2:12]([O:1][C:2]1[CH:10]=[CH:9][C:5]([CH2:6][C:7]#[N:8])=[CH:4][CH:3]=1)[CH2:13][CH2:14][CH3:15]. (7) Given the reactants [CH2:1]([S:3]([C:6]1[CH:7]=[C:8]([C:12]2[CH:20]=[C:19]([C:21]([NH:23][CH:24]3[CH2:29][CH2:28][N:27]([CH3:30])[CH2:26][CH2:25]3)=[O:22])[C:18]([CH3:31])=[C:17]3[C:13]=2[C:14]2[CH:35]=[C:34]([CH3:36])[CH:33]=[N:32][C:15]=2[NH:16]3)[CH:9]=[CH:10][CH:11]=1)(=[O:5])=[O:4])[CH3:2].[C:37]([OH:44])(=[O:43])/[CH:38]=[CH:39]/[C:40]([OH:42])=[O:41], predict the reaction product. The product is: [CH2:1]([S:3]([C:6]1[CH:7]=[C:8]([C:12]2[CH:20]=[C:19]([C:21]([NH:23][CH:24]3[CH2:25][CH2:26][N:27]([CH3:30])[CH2:28][CH2:29]3)=[O:22])[C:18]([CH3:31])=[C:17]3[C:13]=2[C:14]2[CH:35]=[C:34]([CH3:36])[CH:33]=[N:32][C:15]=2[NH:16]3)[CH:9]=[CH:10][CH:11]=1)(=[O:4])=[O:5])[CH3:2].[C:37]([OH:44])(=[O:43])/[CH:38]=[CH:39]/[C:40]([OH:42])=[O:41].[CH2:1]([S:3]([C:6]1[CH:7]=[C:8]([C:12]2[CH:20]=[C:19]([C:21]([NH:23][CH:24]3[CH2:25][CH2:26][N:27]([CH3:30])[CH2:28][CH2:29]3)=[O:22])[C:18]([CH3:31])=[C:17]3[C:13]=2[C:14]2[CH:35]=[C:34]([CH3:36])[CH:33]=[N:32][C:15]=2[NH:16]3)[CH:9]=[CH:10][CH:11]=1)(=[O:4])=[O:5])[CH3:2].[CH2:1]([S:3]([C:6]1[CH:7]=[C:8]([C:12]2[CH:20]=[C:19]([C:21]([NH:23][CH:24]3[CH2:25][CH2:26][N:27]([CH3:30])[CH2:28][CH2:29]3)=[O:22])[C:18]([CH3:31])=[C:17]3[C:13]=2[C:14]2[CH:35]=[C:34]([CH3:36])[CH:33]=[N:32][C:15]=2[NH:16]3)[CH:9]=[CH:10][CH:11]=1)(=[O:4])=[O:5])[CH3:2]. (8) Given the reactants Cl[C:2]1[N:3]=[C:4]2[N:12]([CH2:13][C:14]([C:16]3[CH:17]=[N:18][CH:19]=[CH:20][C:21]=3[CH3:22])=[O:15])[C@H:11]([C:23]([F:26])([F:25])[F:24])[CH2:10][CH2:9][N:5]2[C:6](=[O:8])[CH:7]=1.Cl.[C@H:28]12[CH2:34][C@H:31]([NH:32][CH2:33]1)[CH2:30][O:29]2.C(N(CC)CC)C, predict the reaction product. The product is: [CH3:22][C:21]1[CH:20]=[CH:19][N:18]=[CH:17][C:16]=1[C:14](=[O:15])[CH2:13][N:12]1[C:4]2=[N:3][C:2]([N:32]3[CH2:33][C@@H:28]4[CH2:34][C@H:31]3[CH2:30][O:29]4)=[CH:7][C:6](=[O:8])[N:5]2[CH2:9][CH2:10][C@H:11]1[C:23]([F:26])([F:25])[F:24]. (9) Given the reactants [Cl:1][C:2]1[CH:3]=[C:4]([C@:8]([C@@H:16]2[CH2:21][CH2:20][CH2:19][N:18]([C:22]([NH:24][C@@H:25]([CH2:38][CH:39]3[CH2:44][CH2:43][CH2:42][CH2:41][CH2:40]3)[CH2:26][N:27]([CH3:37])[C:28]([O:30][CH2:31][CH2:32][Si:33]([CH3:36])([CH3:35])[CH3:34])=[O:29])=[O:23])[CH2:17]2)([OH:15])[CH2:9][CH2:10][CH2:11][CH2:12][O:13]C)[CH:5]=[CH:6][CH:7]=1.[Al+3].[Cl-].[Cl-].[Cl-].C(ON1C(=O)CCC1=O)(OCC[Si](C)(C)C)=O.C([O-])([O-])=O.[K+].[K+], predict the reaction product. The product is: [Cl:1][C:2]1[CH:3]=[C:4]([C@:8]([C@@H:16]2[CH2:21][CH2:20][CH2:19][N:18]([C:22]([NH:24][C@@H:25]([CH2:38][CH:39]3[CH2:44][CH2:43][CH2:42][CH2:41][CH2:40]3)[CH2:26][N:27]([CH3:37])[C:28]([O:30][CH2:31][CH2:32][Si:33]([CH3:34])([CH3:35])[CH3:36])=[O:29])=[O:23])[CH2:17]2)([OH:15])[CH2:9][CH2:10][CH2:11][CH2:12][OH:13])[CH:5]=[CH:6][CH:7]=1. (10) Given the reactants F[C:2]1[CH:7]=[CH:6][C:5]([N+:8]([O-:10])=[O:9])=[CH:4][CH:3]=1.C(=O)([O-])[O-].[K+].[K+].[CH3:17][O:18][C:19]1[C:28]2[C:23](=[CH:24][CH:25]=[CH:26][CH:27]=2)[C:22]([OH:29])=[CH:21][CH:20]=1.O, predict the reaction product. The product is: [CH3:17][O:18][C:19]1[C:28]2[C:23](=[CH:24][CH:25]=[CH:26][CH:27]=2)[C:22]([O:29][C:2]2[CH:7]=[CH:6][C:5]([N+:8]([O-:10])=[O:9])=[CH:4][CH:3]=2)=[CH:21][CH:20]=1.